This data is from Forward reaction prediction with 1.9M reactions from USPTO patents (1976-2016). The task is: Predict the product of the given reaction. (1) Given the reactants Cl.ClC1C=CC(NN)=CC=1.BrCCC1CCCC1.[Cl:19][C:20]1[CH:25]=[CH:24][C:23]([N:26]([CH2:28][CH2:29][CH:30]2[CH2:34][CH2:33][CH2:32][CH2:31]2)N)=[CH:22][CH:21]=1.C(OC(OCC)CCCNC)C.ClC1C=C2[C:54](=CC=1)[N:53]([CH2:57][CH2:58][CH:59]1[CH2:63][CH2:62]CC1)C=C2CCNC.C=O.C(O)(C(F)(F)F)=O, predict the reaction product. The product is: [Cl:19][C:20]1[CH:25]=[C:24]2[C:23](=[CH:22][CH:21]=1)[N:26]([CH2:28][CH2:29][CH:30]1[CH2:34][CH2:33][CH2:32][CH2:31]1)[C:63]1[CH2:62][N:53]([CH3:54])[CH2:57][CH2:58][C:59]2=1. (2) Given the reactants [F:1][C:2]1[CH:9]=[CH:8][C:5]([CH:6]=O)=[CH:4][C:3]=1[O:10][CH3:11].C(O)(=O)[CH2:13][C:14]([OH:16])=[O:15].N1C=CC=CC=1, predict the reaction product. The product is: [F:1][C:2]1[CH:9]=[CH:8][C:5](/[CH:6]=[CH:13]/[C:14]([OH:16])=[O:15])=[CH:4][C:3]=1[O:10][CH3:11]. (3) Given the reactants [CH3:1][O:2][C:3]1[C:4]([N+:10]([O-])=O)=[N:5][C:6]([CH3:9])=[CH:7][CH:8]=1, predict the reaction product. The product is: [NH2:10][C:4]1[C:3]([O:2][CH3:1])=[CH:8][CH:7]=[C:6]([CH3:9])[N:5]=1. (4) Given the reactants C[O:2][C:3](=[O:38])[CH:4]([N:19]([S:21]([C:24]1[CH:29]=[CH:28][C:27]([C:30]2[CH:35]=[CH:34][C:33]([O:36][CH3:37])=[CH:32][CH:31]=2)=[CH:26][CH:25]=1)(=[O:23])=[O:22])[CH3:20])[CH:5]1[CH2:10][CH2:9][N:8]([C:11]([N:13]2[CH2:18][CH2:17][O:16][CH2:15][CH2:14]2)=[O:12])[CH2:7][CH2:6]1.COC(=O)C(NS(C1C=CC(C2C=CC(OC)=CC=2)=CC=1)(=O)=O)C1CCN(C(N2CCOCC2)=O)CC1.C(=O)([O-])[O-].[Cs+].[Cs+].CI, predict the reaction product. The product is: [CH3:37][O:36][C:33]1[CH:32]=[CH:31][C:30]([C:27]2[CH:26]=[CH:25][C:24]([S:21]([N:19]([CH:4]([CH:5]3[CH2:10][CH2:9][N:8]([C:11]([N:13]4[CH2:14][CH2:15][O:16][CH2:17][CH2:18]4)=[O:12])[CH2:7][CH2:6]3)[C:3]([OH:38])=[O:2])[CH3:20])(=[O:22])=[O:23])=[CH:29][CH:28]=2)=[CH:35][CH:34]=1. (5) Given the reactants [Cl:1][C:2]1[C:7]([S:8]([N:11]([O:14][CH3:15])[CH2:12]C)(=[O:10])=[O:9])=[C:6]([OH:16])[C:5]([NH:17][C:18]2[C:21](=[O:22])[C:20](=[O:23])[C:19]=2[O:24][CH2:25][CH3:26])=[CH:4][CH:3]=1.Cl.C(NOC)C.[CH3:33][O:34][CH2:35]CONC, predict the reaction product. The product is: [Cl:1][C:2]1[C:7]([S:8]([N:11]([O:14][CH2:15][CH2:33][O:34][CH3:35])[CH3:12])(=[O:10])=[O:9])=[C:6]([OH:16])[C:5]([NH:17][C:18]2[C:21](=[O:22])[C:20](=[O:23])[C:19]=2[O:24][CH2:25][CH3:26])=[CH:4][CH:3]=1. (6) Given the reactants [Br:1][C:2]1[CH:7]=[CH:6][CH:5]=[CH:4][C:3]=1[OH:8].Br[CH2:10][C:11]([C:13]1[CH:18]=[CH:17][CH:16]=[CH:15][CH:14]=1)=[O:12].C([O-])([O-])=O.[K+].[K+], predict the reaction product. The product is: [Br:1][C:2]1[CH:7]=[CH:6][CH:5]=[CH:4][C:3]=1[O:8][CH2:10][C:11]([C:13]1[CH:18]=[CH:17][CH:16]=[CH:15][CH:14]=1)=[O:12].